This data is from NCI-60 drug combinations with 297,098 pairs across 59 cell lines. The task is: Regression. Given two drug SMILES strings and cell line genomic features, predict the synergy score measuring deviation from expected non-interaction effect. (1) Drug 1: CCCS(=O)(=O)NC1=C(C(=C(C=C1)F)C(=O)C2=CNC3=C2C=C(C=N3)C4=CC=C(C=C4)Cl)F. Drug 2: C(=O)(N)NO. Cell line: KM12. Synergy scores: CSS=8.85, Synergy_ZIP=-1.06, Synergy_Bliss=1.32, Synergy_Loewe=-2.07, Synergy_HSA=-1.76. (2) Drug 1: C1C(C(OC1N2C=C(C(=O)NC2=O)F)CO)O. Drug 2: CC1=C(C=C(C=C1)C(=O)NC2=CC(=CC(=C2)C(F)(F)F)N3C=C(N=C3)C)NC4=NC=CC(=N4)C5=CN=CC=C5. Cell line: 786-0. Synergy scores: CSS=16.0, Synergy_ZIP=1.89, Synergy_Bliss=1.28, Synergy_Loewe=-5.56, Synergy_HSA=-6.77. (3) Drug 1: C1CN(CCN1C(=O)CCBr)C(=O)CCBr. Drug 2: CC(C)NC(=O)C1=CC=C(C=C1)CNNC.Cl. Cell line: HOP-62. Synergy scores: CSS=48.3, Synergy_ZIP=1.21, Synergy_Bliss=-1.95, Synergy_Loewe=-2.78, Synergy_HSA=-0.838. (4) Drug 1: CCC1(CC2CC(C3=C(CCN(C2)C1)C4=CC=CC=C4N3)(C5=C(C=C6C(=C5)C78CCN9C7C(C=CC9)(C(C(C8N6C=O)(C(=O)OC)O)OC(=O)C)CC)OC)C(=O)OC)O.OS(=O)(=O)O. Drug 2: C1=CC=C(C=C1)NC(=O)CCCCCCC(=O)NO. Cell line: UO-31. Synergy scores: CSS=10.2, Synergy_ZIP=-3.37, Synergy_Bliss=-0.488, Synergy_Loewe=-0.0462, Synergy_HSA=0.459. (5) Drug 1: C1=NC2=C(N1)C(=S)N=C(N2)N. Drug 2: C1=NC2=C(N=C(N=C2N1C3C(C(C(O3)CO)O)F)Cl)N. Cell line: OVCAR3. Synergy scores: CSS=51.7, Synergy_ZIP=-2.14, Synergy_Bliss=-3.42, Synergy_Loewe=-1.76, Synergy_HSA=-0.841.